This data is from Tyrosyl-DNA phosphodiesterase HTS with 341,365 compounds. The task is: Binary Classification. Given a drug SMILES string, predict its activity (active/inactive) in a high-throughput screening assay against a specified biological target. The compound is O=C1C(Cc2ccc(OC)cc2)=C(C(=O)c2c1cccc2)C(OCC)=O. The result is 0 (inactive).